Dataset: Forward reaction prediction with 1.9M reactions from USPTO patents (1976-2016). Task: Predict the product of the given reaction. Given the reactants Br[C:2]1[S:3][CH:4]=[C:5]([C:7]2[CH:12]=[CH:11][C:10]([Br:13])=[CH:9][C:8]=2[F:14])[N:6]=1.[NH2:15][C:16]([CH3:20])([CH3:19])[CH2:17][OH:18], predict the reaction product. The product is: [Br:13][C:10]1[CH:11]=[CH:12][C:7]([C:5]2[N:6]=[C:2]([NH:15][C:16]([CH3:20])([CH3:19])[CH2:17][OH:18])[S:3][CH:4]=2)=[C:8]([F:14])[CH:9]=1.